The task is: Predict the reaction yield, written as a fraction of the theoretical maximum amount of product (1.0 means a 100% yield; for example, 0.34 means a 34% yield).. This data is from Reaction yield outcomes from USPTO patents with 853,638 reactions. (1) The product is [NH2:13][C:12]1[O:28][C:27]2[N:23]([CH3:22])[N:24]=[C:25]([C:29]3[CH:34]=[CH:33][CH:32]=[CH:31][CH:30]=3)[C:26]=2[CH:6]([C:5]2[CH:8]=[CH:9][C:2]([F:1])=[CH:3][CH:4]=2)[C:11]=1[C:10]#[N:14]. The catalyst is C(O)C. The reactants are [F:1][C:2]1[CH:9]=[CH:8][C:5]([CH:6]=O)=[CH:4][CH:3]=1.[C:10](#[N:14])[CH2:11][C:12]#[N:13].C(N(CC)CC)C.[CH3:22][N:23]1[C:27](=[O:28])[CH2:26][C:25]([C:29]2[CH:34]=[CH:33][CH:32]=[CH:31][CH:30]=2)=[N:24]1. The yield is 0.180. (2) The reactants are [CH3:1][O:2][C:3](=[O:43])[CH2:4][C:5]1[CH:10]=[CH:9][CH:8]=[CH:7][C:6]=1[C:11]#[C:12][C:13]1[C:18]([C:19]([F:22])([F:21])[F:20])=[CH:17][N:16]=[C:15]([NH:23][C:24]2[CH:29]=[CH:28][C:27]([N:30]3[CH2:35][CH2:34][N:33]([C:36]([O:38][C:39]([CH3:42])([CH3:41])[CH3:40])=[O:37])[CH2:32][CH2:31]3)=[CH:26][CH:25]=2)[N:14]=1.C(O)C.[H][H]. The catalyst is CCOC(C)=O.[Pd]. The product is [CH3:1][O:2][C:3](=[O:43])[CH2:4][C:5]1[CH:10]=[CH:9][CH:8]=[CH:7][C:6]=1[CH2:11][CH2:12][C:13]1[C:18]([C:19]([F:21])([F:22])[F:20])=[CH:17][N:16]=[C:15]([NH:23][C:24]2[CH:25]=[CH:26][C:27]([N:30]3[CH2:35][CH2:34][N:33]([C:36]([O:38][C:39]([CH3:41])([CH3:42])[CH3:40])=[O:37])[CH2:32][CH2:31]3)=[CH:28][CH:29]=2)[N:14]=1. The yield is 0.840.